This data is from Reaction yield outcomes from USPTO patents with 853,638 reactions. The task is: Predict the reaction yield, written as a fraction of the theoretical maximum amount of product (1.0 means a 100% yield; for example, 0.34 means a 34% yield). (1) The reactants are [Br:1][C:2]1[CH:10]=[CH:9][CH:8]=[C:7]2[C:3]=1[C:4]([C:14]1[C:15](O)=[CH:16][C:17]3[O:21][CH2:20][CH2:19][C:18]=3[CH:22]=1)([CH2:12][OH:13])[C:5](=[O:11])[NH:6]2.C(P(CCCC)CCCC)CCC.N(C(OC(C)(C)C)=O)=NC(OC(C)(C)C)=O. The catalyst is C(OCC)(=O)C. The product is [Br:1][C:2]1[CH:10]=[CH:9][CH:8]=[C:7]2[C:3]=1[C:4]1([CH2:12][O:13][C:15]3[CH:16]=[C:17]4[C:18](=[CH:22][C:14]1=3)[CH2:19][CH2:20][O:21]4)[C:5](=[O:11])[NH:6]2. The yield is 0.370. (2) The reactants are C([O-])(=O)C.[Na+].C(O[C:9](=[O:26])[C:10](=[N:16][NH:17][C:18](=[O:25])[CH2:19][C:20]([O:22][CH2:23][CH3:24])=[O:21])[CH2:11][C:12]([CH3:15])([CH3:14])[CH3:13])C.Cl. The catalyst is CN(C=O)C. The product is [CH2:23]([O:22][C:20]([C:19]1[C:18](=[O:25])[NH:17][N:16]=[C:10]([CH2:11][C:12]([CH3:13])([CH3:14])[CH3:15])[C:9]=1[OH:26])=[O:21])[CH3:24]. The yield is 0.370. (3) The reactants are [Li+].C[Si]([N-][Si](C)(C)C)(C)C.[C:11]([O:15][C:16]([NH:18][CH:19]([CH2:27][CH2:28][C:29]([O:31][CH3:32])=[O:30])[C:20]([O:22][C:23]([CH3:26])([CH3:25])[CH3:24])=[O:21])=[O:17])([CH3:14])([CH3:13])[CH3:12].[CH:33](OC(=O)C)=O.C(O)(C(F)(F)F)=O. The catalyst is C1COCC1.C(Cl)Cl.O. The product is [C:11]([O:15][C:16]([N:18]1[CH:33]=[C:28]([C:29]([O:31][CH3:32])=[O:30])[CH2:27][CH:19]1[C:20]([O:22][C:23]([CH3:24])([CH3:25])[CH3:26])=[O:21])=[O:17])([CH3:14])([CH3:12])[CH3:13]. The yield is 0.957. (4) The reactants are C[N:2]([CH2:10][C:11]1[CH:15]=[C:14]([C:16]2[CH:21]=[CH:20][CH:19]=[CH:18][CH:17]=2)[NH:13][CH:12]=1)[C:3](=O)OC(C)(C)C.[H-].[Na+].[C:24]([C:26]1[CH:27]=[C:28]([S:32]([Cl:35])(=[O:34])=[O:33])[CH:29]=[CH:30][CH:31]=1)#[N:25]. No catalyst specified. The product is [ClH:35].[CH3:3][NH:2][CH2:10][C:11]1[CH:15]=[C:14]([C:16]2[CH:17]=[CH:18][CH:19]=[CH:20][CH:21]=2)[N:13]([S:32]([C:28]2[CH:27]=[C:26]([CH:31]=[CH:30][CH:29]=2)[C:24]#[N:25])(=[O:34])=[O:33])[CH:12]=1. The yield is 0.580. (5) The reactants are [Cl:1][C:2]1[CH:7]=[CH:6][C:5]([C:8]2[CH:17]=[C:16]([C@H:18](OC(N3CCCCC3)=O)[OH:19])[C:15]3[C:10](=[CH:11][CH:12]=[CH:13][CH:14]=3)[N:9]=2)=[CH:4][CH:3]=1.Cl.CCO[CH2:33][CH3:34]. The catalyst is CO.C(#N)C. The product is [Cl:1][C:2]1[CH:7]=[CH:6][C:5]([C:8]2[CH:17]=[C:16]([C@@H:18]([C@H:34]3[CH2:33][CH2:4][CH2:5][CH2:8][NH:9]3)[OH:19])[C:15]3[C:10](=[CH:11][CH:12]=[CH:13][CH:14]=3)[N:9]=2)=[CH:4][CH:3]=1. The yield is 0.670. (6) The reactants are CO.C[O:4][C:5]([C@@H:7]1[CH:11]=[CH:10][CH2:9][N:8]1[C:12]([O:14][CH2:15][C:16]1[CH:21]=[CH:20][CH:19]=[CH:18][CH:17]=1)=[O:13])=O.[BH4-].[Li+].O. The catalyst is C1COCC1. The product is [CH2:15]([O:14][C:12]([N:8]1[CH2:9][CH:10]=[CH:11][C@H:7]1[CH2:5][OH:4])=[O:13])[C:16]1[CH:21]=[CH:20][CH:19]=[CH:18][CH:17]=1. The yield is 0.900. (7) The reactants are C(N(CC)C(C)C)(C)C.[CH2:10]([O:12][C:13]([N:15]=[C:16]=[O:17])=[O:14])C.[Si]([O:25][C:26]1[CH:31]=[C:30]([O:32][Si](C(C)(C)C)(C)C)[CH:29]=[CH:28][C:27]=1[C@H:40]1[CH2:45][CH2:44][C@H:43]([OH:46])[CH2:42][CH2:41]1)(C(C)(C)C)(C)C. The catalyst is CN(C)C=O. The product is [C:16]([NH:15][C:13]([O:12][CH3:10])=[O:14])([O:46][C@H:43]1[CH2:42][CH2:41][C@H:40]([C:27]2[CH:28]=[CH:29][C:30]([OH:32])=[CH:31][C:26]=2[OH:25])[CH2:45][CH2:44]1)=[O:17]. The yield is 0.0200. (8) The reactants are [C:1]([N:9]1[C:17]2[C:12](=[CH:13][CH:14]=[CH:15][CH:16]=2)[C:11]([C:18]([OH:20])=O)=[C:10]1[CH3:21])(=[O:8])[C:2]1[CH:7]=[CH:6][CH:5]=[CH:4][CH:3]=1.Cl.CN(C)CCCN=C=NCC.C(N(CC)CC)C.[NH2:41][CH2:42][C:43]1[C:44]([OH:51])=[N:45][C:46]([CH3:50])=[CH:47][C:48]=1[CH3:49]. The catalyst is ClCCl. The product is [C:1]([N:9]1[C:17]2[C:12](=[CH:13][CH:14]=[CH:15][CH:16]=2)[C:11]([C:18]([NH:41][CH2:42][C:43]2[C:44]([OH:51])=[N:45][C:46]([CH3:50])=[CH:47][C:48]=2[CH3:49])=[O:20])=[C:10]1[CH3:21])(=[O:8])[C:2]1[CH:3]=[CH:4][CH:5]=[CH:6][CH:7]=1. The yield is 0.530. (9) The reactants are [CH2:1]([O:4][C:5]1[C:17]([C:18]([F:21])([F:20])[F:19])=[CH:16][CH:15]=[C:14]([CH2:22][O:23][C:24]2[CH:29]=[CH:28][C:27]([C:30]3[CH:35]=[CH:34][C:33]([CH2:36][C:37]([O:39][CH2:40][CH:41]=[CH2:42])=[O:38])=[C:32]([F:43])[CH:31]=3)=[CH:26][CH:25]=2)[C:6]=1[C:7]([O:9][C:10]([CH3:13])([CH3:12])[CH3:11])=[O:8])[CH:2]=[CH2:3].C(O[CH:49](OC(C)(C)C)[N:50]([CH3:52])[CH3:51])(C)(C)C.O. The catalyst is C1(C)C=CC=CC=1. The product is [CH2:1]([O:4][C:5]1[C:17]([C:18]([F:20])([F:21])[F:19])=[CH:16][CH:15]=[C:14]([CH2:22][O:23][C:24]2[CH:29]=[CH:28][C:27]([C:30]3[CH:35]=[CH:34][C:33]([C:36]([C:37]([O:39][CH2:40][CH:41]=[CH2:42])=[O:38])=[CH:49][N:50]([CH3:52])[CH3:51])=[C:32]([F:43])[CH:31]=3)=[CH:26][CH:25]=2)[C:6]=1[C:7]([O:9][C:10]([CH3:13])([CH3:12])[CH3:11])=[O:8])[CH:2]=[CH2:3]. The yield is 0.650. (10) The reactants are [NH2:1][C:2]1[CH:3]=[C:4]([N:10]2[CH:14]=[CH:13][C:12]([C:15]3[C:23]4[C:22]([NH:24][C@H:25]([C:27]5[N:32]([C:33]6[CH:38]=[CH:37][CH:36]=[CH:35][CH:34]=6)[C:31](=[O:39])[C:30]6=[C:40]([CH3:43])[CH:41]=[CH:42][N:29]6[N:28]=5)[CH3:26])=[N:21][CH:20]=[N:19][C:18]=4[N:17]([CH2:44][O:45][CH2:46][CH2:47][Si:48]([CH3:51])([CH3:50])[CH3:49])[CH:16]=3)=[N:11]2)[CH:5]=[C:6]([O:8][CH3:9])[CH:7]=1.C(N(CC)CC)C.[CH3:59][S:60](Cl)(=[O:62])=[O:61]. The catalyst is N1C=CC=CC=1. The product is [CH3:9][O:8][C:6]1[CH:7]=[C:2]([NH:1][S:60]([CH3:59])(=[O:62])=[O:61])[CH:3]=[C:4]([N:10]2[CH:14]=[CH:13][C:12]([C:15]3[C:23]4[C:22]([NH:24][C@H:25]([C:27]5[N:32]([C:33]6[CH:38]=[CH:37][CH:36]=[CH:35][CH:34]=6)[C:31](=[O:39])[C:30]6=[C:40]([CH3:43])[CH:41]=[CH:42][N:29]6[N:28]=5)[CH3:26])=[N:21][CH:20]=[N:19][C:18]=4[N:17]([CH2:44][O:45][CH2:46][CH2:47][Si:48]([CH3:51])([CH3:49])[CH3:50])[CH:16]=3)=[N:11]2)[CH:5]=1. The yield is 0.940.